From a dataset of Reaction yield outcomes from USPTO patents with 853,638 reactions. Predict the reaction yield, written as a fraction of the theoretical maximum amount of product (1.0 means a 100% yield; for example, 0.34 means a 34% yield). (1) The reactants are C(O[N:6]([CH2:10][C:11]([NH:13][C:14]1[CH:19]=[CH:18][C:17]([CH3:20])=[C:16]([CH:21]2[CH2:26][CH2:25][N:24]([CH2:27][C:28]3[CH:33]=[CH:32][C:31]([O:34][C:35]4[CH:40]=[C:39]([F:41])[C:38]([F:42])=[CH:37][C:36]=4[F:43])=[CH:30][CH:29]=3)[CH2:23][CH2:22]2)[CH:15]=1)=[O:12])[C:7](C)=O)(C)(C)C.FC(F)(F)C(O)=O.C(Cl)[Cl:52]. The catalyst is Cl. The product is [ClH:52].[ClH:52].[CH3:7][NH:6][CH2:10][C:11]([NH:13][C:14]1[CH:19]=[CH:18][C:17]([CH3:20])=[C:16]([CH:21]2[CH2:22][CH2:23][N:24]([CH2:27][C:28]3[CH:29]=[CH:30][C:31]([O:34][C:35]4[CH:40]=[C:39]([F:41])[C:38]([F:42])=[CH:37][C:36]=4[F:43])=[CH:32][CH:33]=3)[CH2:25][CH2:26]2)[CH:15]=1)=[O:12]. The yield is 0.880. (2) The reactants are [N+:1]([C:3]1(SC2C=CC=CC=2OC)[CH2:8][CH2:7][CH2:6][CH2:5][CH2:4]1)#[C-:2].C1COCC1.[Li]CCCC.C([C:30]([O:32][CH3:33])=[O:31])#N. The catalyst is CCOCC. The product is [N+:1]([C:3]1([C:30]([O:32][CH3:33])=[O:31])[CH2:4][CH2:5][CH2:6][CH2:7][CH2:8]1)#[C-:2]. The yield is 0.440. (3) The reactants are [CH3:1][O:2][C:3]1[CH:8]=[CH:7][C:6]([C:9]2[N:14]=[C:13]([NH2:15])[CH:12]=[CH:11][N:10]=2)=[CH:5][CH:4]=1.Cl[C:17]1[N:22]=[CH:21][C:20]2[N:23]=[CH:24][N:25]([CH:26]([CH3:28])[CH3:27])[C:19]=2[CH:18]=1.CC(C)([O-])C.[Na+].CC(C1C=C(C(C)C)C(C2C(P(C3CCCCC3)C3CCCCC3)=C(OC)C=CC=2OC)=C(C(C)C)C=1)C. The catalyst is CC(O)(C)C. The product is [CH:26]([N:25]1[C:19]2[CH:18]=[C:17]([NH:15][C:13]3[CH:12]=[CH:11][N:10]=[C:9]([C:6]4[CH:5]=[CH:4][C:3]([O:2][CH3:1])=[CH:8][CH:7]=4)[N:14]=3)[N:22]=[CH:21][C:20]=2[N:23]=[CH:24]1)([CH3:28])[CH3:27]. The yield is 0.540. (4) The reactants are [CH:1]1([N:6]2[CH2:11][CH2:10][N:9]([C:12]([C:14]3[CH:15]=[C:16]4[C:20](=[CH:21][CH:22]=3)[NH:19][C:18]([C:23](O)=[O:24])=[CH:17]4)=[O:13])[CH2:8][CH2:7]2)[CH2:5][CH2:4][CH2:3][CH2:2]1.C1(N2CCN(C([C:39]3[CH:40]=[C:41]4[C:45](=[CH:46][CH:47]=3)[NH:44][C:43](C(N3CCS(=O)(=O)CC3)=O)=[CH:42]4)=O)CC2)CCCC1.F[B-](F)(F)F.N1(OC(N(C)C)=[N+](C)C)C2C=CC=CC=2N=N1.N1C2C(=CC=CC=2)CC1.C(N(CC)C(C)C)(C)C. The product is [CH:1]1([N:6]2[CH2:11][CH2:10][N:9]([C:12]([C:14]3[CH:15]=[C:16]4[C:20](=[CH:21][CH:22]=3)[NH:19][C:18]([C:23]([N:44]3[C:45]5[C:41](=[CH:40][CH:39]=[CH:47][CH:46]=5)[CH2:42][CH2:43]3)=[O:24])=[CH:17]4)=[O:13])[CH2:8][CH2:7]2)[CH2:5][CH2:4][CH2:3][CH2:2]1. The yield is 0.490. The catalyst is CN(C)C=O. (5) The reactants are [CH3:1][O:2][C:3]1[CH:8]=[CH:7][C:6]([C:9]2[S:13][C:12]3[CH:14]=[C:15]([O:18][CH3:19])[CH:16]=[CH:17][C:11]=3[CH:10]=2)=[CH:5][CH:4]=1.[CH3:20][O:21][C:22]1[CH:23]=[C:24]([CH:28]=[C:29]([O:31][CH3:32])[CH:30]=1)[C:25](Cl)=[O:26].[Al+3].[Cl-].[Cl-].[Cl-].O. The catalyst is C(Cl)Cl.CCOC(C)=O. The product is [CH3:32][O:31][C:29]1[CH:28]=[C:24]([CH:23]=[C:22]([O:21][CH3:20])[CH:30]=1)[C:25]([C:10]1[C:11]2[CH:17]=[CH:16][C:15]([O:18][CH3:19])=[CH:14][C:12]=2[S:13][C:9]=1[C:6]1[CH:7]=[CH:8][C:3]([O:2][CH3:1])=[CH:4][CH:5]=1)=[O:26]. The yield is 0.480. (6) The reactants are [C:1]([CH2:4][CH2:5][C:6]1[C:7]([CH3:13])=[C:8]([CH:11]=O)[NH:9][CH:10]=1)([OH:3])=[O:2].[CH3:14][O:15][C:16]1[CH:21]=[CH:20][CH:19]=[CH:18][C:17]=1[C:22]1[CH:30]=[C:29]2[C:25]([CH2:26][C:27](=[O:31])[NH:28]2)=[CH:24][CH:23]=1. The catalyst is N1CCCCC1.C(O)C. The product is [CH3:14][O:15][C:16]1[CH:21]=[CH:20][CH:19]=[CH:18][C:17]=1[C:22]1[CH:30]=[C:29]2[C:25]([C:26](=[CH:11][C:8]3[NH:9][CH:10]=[C:6]([CH2:5][CH2:4][C:1]([OH:3])=[O:2])[C:7]=3[CH3:13])[C:27](=[O:31])[NH:28]2)=[CH:24][CH:23]=1. The yield is 0.860. (7) The reactants are [CH2:1]([O:8][CH:9]([C:13]1[CH:18]=[C:17]([Cl:19])[CH:16]=[CH:15][C:14]=1[CH:20]([OH:23])[CH:21]=[CH2:22])[CH2:10][CH:11]=[CH2:12])[C:2]1[CH:7]=[CH:6][CH:5]=[CH:4][CH:3]=1. The catalyst is C(Cl)Cl.O=[Mn]=O. The product is [CH2:1]([O:8][CH:9]([C:13]1[CH:18]=[C:17]([Cl:19])[CH:16]=[CH:15][C:14]=1[C:20](=[O:23])[CH:21]=[CH2:22])[CH2:10][CH:11]=[CH2:12])[C:2]1[CH:7]=[CH:6][CH:5]=[CH:4][CH:3]=1. The yield is 0.420.